The task is: Predict the reactants needed to synthesize the given product.. This data is from Full USPTO retrosynthesis dataset with 1.9M reactions from patents (1976-2016). Given the product [Cl:1][C:2]1[CH:3]=[C:4]([C:8]2[N:9]=[C:10]([C:13]3[CH:18]=[CH:17][C:16]([NH:19][C:23](=[O:30])[C:24]4[CH:29]=[CH:28][CH:27]=[CH:26][CH:25]=4)=[CH:15][CH:14]=3)[O:11][CH:12]=2)[CH:5]=[CH:6][CH:7]=1, predict the reactants needed to synthesize it. The reactants are: [Cl:1][C:2]1[CH:3]=[C:4]([C:8]2[N:9]=[C:10]([C:13]3[CH:18]=[CH:17][C:16]([NH2:19])=[CH:15][CH:14]=3)[O:11][CH:12]=2)[CH:5]=[CH:6][CH:7]=1.ClCCl.[C:23](Cl)(=[O:30])[C:24]1[CH:29]=[CH:28][CH:27]=[CH:26][CH:25]=1.N1C=CC=CC=1.